From a dataset of Full USPTO retrosynthesis dataset with 1.9M reactions from patents (1976-2016). Predict the reactants needed to synthesize the given product. Given the product [CH2:23]([C@H:24]1[CH2:25][O:26][C:33](=[O:32])[N:35]1[C:12](=[O:14])[CH2:11][CH2:10][CH2:9][C:8]([C:5]1[CH:4]=[CH:3][C:2]([F:1])=[CH:7][CH:6]=1)=[O:15])[C:22]1[CH:21]=[CH:45][CH:46]=[CH:47][CH:48]=1, predict the reactants needed to synthesize it. The reactants are: [F:1][C:2]1[CH:7]=[CH:6][C:5]([C:8](=[O:15])[CH2:9][CH2:10][CH2:11][C:12]([OH:14])=O)=[CH:4][CH:3]=1.C(N([CH2:21][CH3:22])CC)C.[CH3:23][C:24](C)(C)[C:25](Cl)=[O:26].C1[N:35](CC2C=CC=CC=2)[C:33](=O)[O:32]C1.Cl.O1[CH2:48][CH2:47][CH2:46][CH2:45]1.